Dataset: Full USPTO retrosynthesis dataset with 1.9M reactions from patents (1976-2016). Task: Predict the reactants needed to synthesize the given product. (1) Given the product [F:12][C:11]([F:14])([F:13])[C:8]1[N:6]2[N:7]=[C:2]([N:15]3[CH2:18][CH:17]([CH2:19][OH:20])[CH2:16]3)[CH:3]=[CH:4][C:5]2=[N:10][N:9]=1, predict the reactants needed to synthesize it. The reactants are: Cl[C:2]1[CH:3]=[CH:4][C:5]2[N:6]([C:8]([C:11]([F:14])([F:13])[F:12])=[N:9][N:10]=2)[N:7]=1.[NH:15]1[CH2:18][CH:17]([CH2:19][OH:20])[CH2:16]1.CCN(C(C)C)C(C)C. (2) Given the product [CH:33]1([N:30]2[CH2:31][CH2:32][N:27]([C:25](=[O:26])[CH2:24][N:39]3[CH2:37][CH2:11][C:9]4=[N:10][C:5]5[N:6]([N:2]=[CH:3][CH:4]=5)[CH:7]=[C:8]4[CH2:14]3)[CH2:28][CH2:29]2)[CH2:36][CH2:35][CH2:34]1, predict the reactants needed to synthesize it. The reactants are: Cl.[N:2]1[N:6]2[CH:7]=[C:8]3[CH2:14]CN[CH2:11][C:9]3=[N:10][C:5]2=[CH:4][CH:3]=1.[Na+].[I-].C([O-])([O-])=O.[K+].[K+].Cl[CH2:24][C:25]([N:27]1[CH2:32][CH2:31][N:30]([CH:33]2[CH2:36][CH2:35][CH2:34]2)[CH2:29][CH2:28]1)=[O:26].[C:37](#[N:39])C. (3) Given the product [NH:29]1[C:30]2[C:26](=[CH:25][CH:24]=[C:23]([O:22][C:2]3[C:11]4[C:6](=[CH:7][C:8]([O:14][CH2:15][CH2:16][CH2:17][S:18]([CH3:21])(=[O:20])=[O:19])=[C:9]([O:12][CH3:13])[CH:10]=4)[N:5]=[CH:4][N:3]=3)[CH:31]=2)[CH:27]=[CH:28]1, predict the reactants needed to synthesize it. The reactants are: Cl[C:2]1[C:11]2[C:6](=[CH:7][C:8]([O:14][CH2:15][CH2:16][CH2:17][S:18]([CH3:21])(=[O:20])=[O:19])=[C:9]([O:12][CH3:13])[CH:10]=2)[N:5]=[CH:4][N:3]=1.[OH:22][C:23]1[CH:31]=[C:30]2[C:26]([CH:27]=[CH:28][NH:29]2)=[CH:25][CH:24]=1.C(=O)([O-])[O-].[K+].[K+].O. (4) Given the product [N:1]1[CH:6]=[CH:5][CH:4]=[CH:3][C:2]=1[NH:7][NH:8][CH:16]=[CH:15][C:9]1[CH:14]=[CH:13][CH:12]=[CH:11][CH:10]=1, predict the reactants needed to synthesize it. The reactants are: [N:1]1[CH:6]=[CH:5][CH:4]=[CH:3][C:2]=1[NH:7][NH2:8].[C:9]1([CH2:15][CH:16]=O)[CH:14]=[CH:13][CH:12]=[CH:11][CH:10]=1. (5) Given the product [CH3:14][O:15][C:16]1[CH:23]=[C:22]([O:24][CH3:25])[CH:21]=[CH:20][C:17]=1[CH2:18][NH:19][C:2]1[C:11]2[C:6](=[CH:7][CH:8]=[CH:9][CH:10]=2)[C:5]([C:12]#[N:13])=[N:4][CH:3]=1, predict the reactants needed to synthesize it. The reactants are: Br[C:2]1[C:11]2[C:6](=[CH:7][CH:8]=[CH:9][CH:10]=2)[C:5]([C:12]#[N:13])=[N:4][CH:3]=1.[CH3:14][O:15][C:16]1[CH:23]=[C:22]([O:24][CH3:25])[CH:21]=[CH:20][C:17]=1[CH2:18][NH2:19]. (6) Given the product [F:42][CH:40]([F:41])[O:39][C:36]1[CH:37]=[CH:38][C:33]([CH:32]=[CH:31][C:28]2[O:29][CH:30]=[C:26]([CH2:25][O:17][C:4]3[CH:5]=[CH:6][C:7]([CH2:8][O:9][CH2:10][CH2:11][N:12]4[CH:16]=[CH:15][N:14]=[N:13]4)=[C:2]([CH3:1])[CH:3]=3)[N:27]=2)=[CH:34][CH:35]=1, predict the reactants needed to synthesize it. The reactants are: [CH3:1][C:2]1[CH:3]=[C:4]([OH:17])[CH:5]=[CH:6][C:7]=1[CH2:8][O:9][CH2:10][CH2:11][N:12]1[CH:16]=[CH:15][N:14]=[N:13]1.C(=O)([O-])[O-].[Cs+].[Cs+].Cl[CH2:25][C:26]1[N:27]=[C:28]([CH:31]=[CH:32][C:33]2[CH:38]=[CH:37][C:36]([O:39][CH:40]([F:42])[F:41])=[CH:35][CH:34]=2)[O:29][CH:30]=1.[I-].[K+]. (7) Given the product [ClH:16].[F:26][C:24]([C:21]1[N:20]=[CH:19][N:18]=[C:17]([NH:12][CH2:11][C:9]2[CH:10]=[C:5]3[CH:4]=[C:3]([C:2]([F:1])([F:14])[F:15])[NH:13][C:6]3=[N:7][CH:8]=2)[C:22]=1[CH3:23])([F:27])[CH3:25], predict the reactants needed to synthesize it. The reactants are: [F:1][C:2]([F:15])([F:14])[C:3]1[NH:13][C:6]2=[N:7][CH:8]=[C:9]([CH2:11][NH2:12])[CH:10]=[C:5]2[CH:4]=1.[Cl:16][C:17]1[C:22]([CH3:23])=[C:21]([C:24]([F:27])([F:26])[CH3:25])[N:20]=[CH:19][N:18]=1.CCN(C(C)C)C(C)C.Cl.C(OCC)C. (8) Given the product [CH3:15][O:16][C:17](=[O:28])[C:18]1[CH:23]=[CH:22][C:21]([CH2:24][N:5]2[CH2:6][CH2:7][N:2]([CH3:1])[CH2:3][CH2:4]2)=[CH:20][C:19]=1[O:26][CH3:27], predict the reactants needed to synthesize it. The reactants are: [CH3:1][N:2]1[CH2:7][CH2:6][NH:5][CH2:4][CH2:3]1.C(N(CC)CC)C.[CH3:15][O:16][C:17](=[O:28])[C:18]1[CH:23]=[CH:22][C:21]([CH2:24]Br)=[CH:20][C:19]=1[O:26][CH3:27]. (9) Given the product [F:50][C:51]1[CH:52]=[C:53]2[C:57](=[CH:58][CH:59]=1)[N:56]([NH:60][C:13]([C:10]1[CH:11]=[N:12][C:7]([C:3]3[CH:2]=[N:1][CH:6]=[CH:5][CH:4]=3)=[N:8][CH:9]=1)=[O:15])[CH:55]=[C:54]2[CH3:61], predict the reactants needed to synthesize it. The reactants are: [N:1]1[CH:6]=[CH:5][CH:4]=[C:3]([C:7]2[N:12]=[CH:11][C:10]([C:13]([OH:15])=O)=[CH:9][N:8]=2)[CH:2]=1.CN(C(ON1N=NC2C=CC(=CC1=2)Cl)=[N+](C)C)C.F[P-](F)(F)(F)(F)F.CCN(C(C)C)C(C)C.[F:50][C:51]1[CH:52]=[C:53]2[C:57](=[CH:58][CH:59]=1)[N:56]([NH2:60])[CH:55]=[C:54]2[CH3:61].